This data is from Reaction yield outcomes from USPTO patents with 853,638 reactions. The task is: Predict the reaction yield, written as a fraction of the theoretical maximum amount of product (1.0 means a 100% yield; for example, 0.34 means a 34% yield). (1) The reactants are C([N:8]1[CH2:13][CH2:12][CH:11]([C:14]2[CH:19]=[CH:18][C:17]([CH3:20])=[CH:16][CH:15]=2)[CH:10]([OH:21])[CH2:9]1)C1C=CC=CC=1. The catalyst is CO.[Pd]. The product is [C:17]1([CH3:20])[CH:16]=[CH:15][C:14]([CH:11]2[CH2:12][CH2:13][NH:8][CH2:9][CH:10]2[OH:21])=[CH:19][CH:18]=1. The yield is 0.680. (2) The reactants are [CH3:1][CH:2]([CH3:5])[C:3]#[CH:4].[Li]CCCC.Cl[C:12]([O:14][CH2:15][CH3:16])=[O:13]. The catalyst is C1COCC1. The product is [CH3:1][CH:2]([CH3:5])[C:3]#[C:4][C:12]([O:14][CH2:15][CH3:16])=[O:13]. The yield is 0.590. (3) The reactants are C[O:2][C:3](=[O:31])[CH2:4][CH:5]1[C:18]2[C:13](=[CH:14][CH:15]=[C:16]([F:19])[CH:17]=2)[C:12]2[CH:11]=[CH:10][CH:9]=[CH:8][C:7]=2[N:6]1[S:20]([C:23]1[CH:28]=[CH:27][C:26]([Cl:29])=[C:25]([Cl:30])[CH:24]=1)(=[O:22])=[O:21].O. The catalyst is O1CCCC1. The product is [Cl:30][C:25]1[CH:24]=[C:23]([S:20]([N:6]2[CH:5]([CH2:4][C:3]([OH:31])=[O:2])[C:18]3[C:13](=[CH:14][CH:15]=[C:16]([F:19])[CH:17]=3)[C:12]3[CH:11]=[CH:10][CH:9]=[CH:8][C:7]2=3)(=[O:21])=[O:22])[CH:28]=[CH:27][C:26]=1[Cl:29]. The yield is 0.980. (4) The reactants are Br[C:2]1[N:3]=[C:4]([N:7]2[CH2:12][CH2:11][C:10]([CH2:18][CH3:19])([C:13]([O:15][CH2:16][CH3:17])=[O:14])[CH2:9][CH2:8]2)[S:5][CH:6]=1.[CH2:20]([NH:22][C:23]([NH:25][C:26]1[S:27][C:28]2[C:34]([C:35]3[CH:40]=[CH:39][CH:38]=[CH:37][N:36]=3)=[CH:33][C:32](B(O)O)=[CH:31][C:29]=2[N:30]=1)=[O:24])[CH3:21].C(=O)([O-])[O-].[Cs+].[Cs+].ClCCl. The catalyst is CN(C=O)C.C1C=CC(P(C2C=CC=CC=2)[C-]2C=CC=C2)=CC=1.C1C=CC(P(C2C=CC=CC=2)[C-]2C=CC=C2)=CC=1.Cl[Pd]Cl.[Fe+2]. The product is [CH2:18]([C:10]1([C:13]([O:15][CH2:16][CH3:17])=[O:14])[CH2:11][CH2:12][N:7]([C:4]2[S:5][CH:6]=[C:2]([C:32]3[CH:33]=[C:34]([C:35]4[CH:40]=[CH:39][CH:38]=[CH:37][N:36]=4)[C:28]4[S:27][C:26]([NH:25][C:23](=[O:24])[NH:22][CH2:20][CH3:21])=[N:30][C:29]=4[CH:31]=3)[N:3]=2)[CH2:8][CH2:9]1)[CH3:19]. The yield is 0.360.